Dataset: Full USPTO retrosynthesis dataset with 1.9M reactions from patents (1976-2016). Task: Predict the reactants needed to synthesize the given product. (1) Given the product [Cl-:2].[C:47]([C:3]1[CH:8]=[CH:7][C:6]([CH2:9][N:36]([CH2:37][CH2:38][CH2:39][N+:40]([CH3:41])([CH3:43])[CH3:42])[S:33]([C:29]2[CH:28]=[C:27]([F:44])[C:26]([CH2:25][S:24][C:15]3[N:16]([C:17]4[CH:22]=[CH:21][C:20]([F:23])=[CH:19][CH:18]=4)[C:12]([C:9]([C:6]4[CH:7]=[CH:8][C:3]([Cl:2])=[C:4]([O:45][CH3:46])[CH:5]=4)([CH3:10])[CH3:11])=[CH:13][N:14]=3)=[C:31]([F:32])[CH:30]=2)(=[O:35])=[O:34])=[CH:5][CH:4]=1)([OH:50])=[O:48], predict the reactants needed to synthesize it. The reactants are: [Cl-].[Cl:2][C:3]1[CH:8]=[CH:7][C:6]([C:9]([C:12]2[N:16]([C:17]3[CH:22]=[CH:21][C:20]([F:23])=[CH:19][CH:18]=3)[C:15]([S:24][CH2:25][C:26]3[C:31]([F:32])=[CH:30][C:29]([S:33]([NH:36][CH2:37][CH2:38][CH2:39][N+:40]([CH3:43])([CH3:42])[CH3:41])(=[O:35])=[O:34])=[CH:28][C:27]=3[F:44])=[N:14][CH:13]=2)([CH3:11])[CH3:10])=[CH:5][C:4]=1[O:45][CH3:46].[C:47]([O-:50])([O-])=[O:48].[K+].[K+]. (2) Given the product [Cl:1][C:2]1[C:11]2[CH:10]3[N:9]([CH:8]([CH:12]([CH3:14])[CH3:13])[CH2:7][C:6]=2[CH:5]=[C:4]([O:15][CH2:16][CH2:17][CH2:18][O:19][CH3:20])[C:3]=1[F:21])[CH:25]=[C:26]([C:27]([O:29][CH2:30][CH3:31])=[O:28])[C:32](=[O:34])[CH2:33]3, predict the reactants needed to synthesize it. The reactants are: [Cl:1][C:2]1[C:3]([F:21])=[C:4]([O:15][CH2:16][CH2:17][CH2:18][O:19][CH3:20])[CH:5]=[C:6]2[C:11]=1[CH:10]=[N:9][CH:8]([CH:12]([CH3:14])[CH3:13])[CH2:7]2.C(O[CH:25]=[C:26]([C:32](=[O:34])[CH3:33])[C:27]([O:29][CH2:30][CH3:31])=[O:28])C.